Dataset: Reaction yield outcomes from USPTO patents with 853,638 reactions. Task: Predict the reaction yield, written as a fraction of the theoretical maximum amount of product (1.0 means a 100% yield; for example, 0.34 means a 34% yield). (1) The reactants are [CH:1]1[C:10]2[C:5](=[CH:6][CH:7]=[CH:8][CH:9]=2)[CH:4]=[C:3]([C:11]([O:13][CH3:14])=[O:12])[N:2]=1.[N+:15]([O-])([O-:17])=[O:16].[Na+]. The catalyst is OS(O)(=O)=O. The product is [N+:15]([C:6]1[CH:7]=[CH:8][CH:9]=[C:10]2[C:5]=1[CH:4]=[C:3]([C:11]([O:13][CH3:14])=[O:12])[N:2]=[CH:1]2)([O-:17])=[O:16]. The yield is 0.960. (2) The reactants are Br[C:2]1[CH:7]=[CH:6][C:5]([CH2:8][CH2:9][S:10]([NH:13][C:14]2[CH:19]=[CH:18][CH:17]=[CH:16][C:15]=2[S:20]([NH2:23])(=[O:22])=[O:21])(=[O:12])=[O:11])=[CH:4][CH:3]=1.[CH3:24][C:25]([OH:29])([C:27]#[CH:28])[CH3:26]. No catalyst specified. The product is [OH:29][C:25]([CH3:26])([CH3:24])[C:27]#[C:28][C:2]1[CH:7]=[CH:6][C:5]([CH2:8][CH2:9][S:10]([NH:13][C:14]2[CH:19]=[CH:18][CH:17]=[CH:16][C:15]=2[S:20]([NH2:23])(=[O:22])=[O:21])(=[O:12])=[O:11])=[CH:4][CH:3]=1. The yield is 0.420.